From a dataset of Catalyst prediction with 721,799 reactions and 888 catalyst types from USPTO. Predict which catalyst facilitates the given reaction. Reactant: [CH3:1][C:2]([C:4]1[CH:9]=[CH:8][C:7]([S:10]([CH3:13])(=[O:12])=[O:11])=[CH:6][CH:5]=1)=[O:3].[Cl-].[Al+3].[Cl-].[Cl-].[Br:18]Br.O. Product: [Br:18][CH2:1][C:2]([C:4]1[CH:5]=[CH:6][C:7]([S:10]([CH3:13])(=[O:12])=[O:11])=[CH:8][CH:9]=1)=[O:3]. The catalyst class is: 22.